Dataset: Full USPTO retrosynthesis dataset with 1.9M reactions from patents (1976-2016). Task: Predict the reactants needed to synthesize the given product. Given the product [Br:1][C:2]1[C:3]2[N:4]([C:10]([CH3:11])=[N:9][N:8]=2)[CH:5]=[CH:6][CH:7]=1, predict the reactants needed to synthesize it. The reactants are: [Br:1][C:2]1[C:3]([NH:8][NH:9][C:10](=O)[CH3:11])=[N:4][CH:5]=[CH:6][CH:7]=1.C(O)(=O)C.